Dataset: Reaction yield outcomes from USPTO patents with 853,638 reactions. Task: Predict the reaction yield, written as a fraction of the theoretical maximum amount of product (1.0 means a 100% yield; for example, 0.34 means a 34% yield). The reactants are [C:1]1([NH:11][C:12]2[CH:13]=[C:14]([C:20]3[N:25]=[C:24](CNC(=O)OC(C)(C)C)[CH:23]=[N:22][CH:21]=3)[CH:15]=[N:16][C:17]=2[O:18]C)[C:10]2[C:5](=[CH:6][CH:7]=[CH:8][CH:9]=2)[CH:4]=[CH:3][N:2]=1.Cl.[NH+:36]1C=CC=C[CH:37]=1. The catalyst is C([O-])([O-])=O.[Na+].[Na+]. The product is [C:1]1([NH:11][C:12]2[C:17](=[O:18])[NH:16][CH:15]=[C:14]([C:20]3[CH:21]=[N:22][CH:23]=[C:24]([NH:36][CH3:37])[N:25]=3)[CH:13]=2)[C:10]2[C:5](=[CH:6][CH:7]=[CH:8][CH:9]=2)[CH:4]=[CH:3][N:2]=1. The yield is 0.270.